Dataset: Full USPTO retrosynthesis dataset with 1.9M reactions from patents (1976-2016). Task: Predict the reactants needed to synthesize the given product. Given the product [CH2:7]([OH:19])[CH2:8][CH2:9][CH2:10][CH2:11][CH2:12][CH2:13][CH2:14][CH:15]=[CH:16][CH2:17][CH3:18], predict the reactants needed to synthesize it. The reactants are: [H-].[Al+3].[Li+].[H-].[H-].[H-].[C:7](OC)(=[O:19])[CH2:8][CH2:9][CH2:10][CH2:11][CH2:12][CH2:13][CH2:14][CH:15]=[CH:16][CH2:17][CH3:18].